From a dataset of Forward reaction prediction with 1.9M reactions from USPTO patents (1976-2016). Predict the product of the given reaction. (1) Given the reactants [CH3:1][C:2]1[N:6]=[C:5]([CH2:7][CH:8]2[CH2:13][CH2:12][CH:11]([C:14]3[S:15][C:16]([C:19]4[CH:24]=[CH:23][C:22]([N+:25]([O-])=O)=[CH:21][CH:20]=4)=[CH:17][N:18]=3)[CH2:10][CH2:9]2)[O:4][N:3]=1.[S-2].[Na+].[Na+], predict the reaction product. The product is: [CH3:1][C:2]1[N:6]=[C:5]([CH2:7][CH:8]2[CH2:13][CH2:12][CH:11]([C:14]3[S:15][C:16]([C:19]4[CH:20]=[CH:21][C:22]([NH2:25])=[CH:23][CH:24]=4)=[CH:17][N:18]=3)[CH2:10][CH2:9]2)[O:4][N:3]=1. (2) Given the reactants N[C:2]1[CH:7]=[CH:6][CH:5]=[CH:4][CH:3]=1.N([O-])=O.[Na+].[C:12]1(=[O:18])[NH:16][C:15](=[O:17])[CH:14]=[CH:13]1.C([O-])(=O)C.[Na+], predict the reaction product. The product is: [C:2]1([C:14]2[C:15](=[O:17])[NH:16][C:12](=[O:18])[CH:13]=2)[CH:7]=[CH:6][CH:5]=[CH:4][CH:3]=1.